From a dataset of NCI-60 drug combinations with 297,098 pairs across 59 cell lines. Regression. Given two drug SMILES strings and cell line genomic features, predict the synergy score measuring deviation from expected non-interaction effect. (1) Drug 1: CN(C)N=NC1=C(NC=N1)C(=O)N. Drug 2: C(CCl)NC(=O)N(CCCl)N=O. Cell line: HT29. Synergy scores: CSS=5.16, Synergy_ZIP=0.0361, Synergy_Bliss=4.89, Synergy_Loewe=0.671, Synergy_HSA=2.08. (2) Drug 1: CCCS(=O)(=O)NC1=C(C(=C(C=C1)F)C(=O)C2=CNC3=C2C=C(C=N3)C4=CC=C(C=C4)Cl)F. Drug 2: C1=NC2=C(N=C(N=C2N1C3C(C(C(O3)CO)O)O)F)N. Cell line: SR. Synergy scores: CSS=14.9, Synergy_ZIP=-0.448, Synergy_Bliss=7.03, Synergy_Loewe=6.63, Synergy_HSA=6.60. (3) Drug 1: C1CCC(CC1)NC(=O)N(CCCl)N=O. Drug 2: C1CN(CCN1C(=O)CCBr)C(=O)CCBr. Cell line: HOP-92. Synergy scores: CSS=34.1, Synergy_ZIP=-9.44, Synergy_Bliss=-2.79, Synergy_Loewe=-1.15, Synergy_HSA=0.522. (4) Drug 1: CC(CN1CC(=O)NC(=O)C1)N2CC(=O)NC(=O)C2. Drug 2: COCCOC1=C(C=C2C(=C1)C(=NC=N2)NC3=CC=CC(=C3)C#C)OCCOC.Cl. Cell line: RXF 393. Synergy scores: CSS=13.7, Synergy_ZIP=-4.70, Synergy_Bliss=-0.935, Synergy_Loewe=0.145, Synergy_HSA=0.129.